This data is from Forward reaction prediction with 1.9M reactions from USPTO patents (1976-2016). The task is: Predict the product of the given reaction. Given the reactants [OH:1][C:2]1[CH:11]=[C:10]2[C:5]([C:6]([C:23]([OH:25])=[O:24])=[C:7]([CH3:22])[C:8]([C:12]3[CH:17]=[CH:16][CH:15]=[C:14]([C:18]([F:21])([F:20])[F:19])[CH:13]=3)=[N:9]2)=[CH:4][C:3]=1[S:26]([CH:29]([CH3:31])[CH3:30])(=[O:28])=[O:27].[C:32](Cl)(=O)C(Cl)=O.CO, predict the reaction product. The product is: [OH:1][C:2]1[CH:11]=[C:10]2[C:5]([C:6]([C:23]([O:25][CH3:32])=[O:24])=[C:7]([CH3:22])[C:8]([C:12]3[CH:17]=[CH:16][CH:15]=[C:14]([C:18]([F:20])([F:21])[F:19])[CH:13]=3)=[N:9]2)=[CH:4][C:3]=1[S:26]([CH:29]([CH3:31])[CH3:30])(=[O:28])=[O:27].